From a dataset of Catalyst prediction with 721,799 reactions and 888 catalyst types from USPTO. Predict which catalyst facilitates the given reaction. (1) Reactant: [OH:1][CH2:2][C:3]1[CH:4]=[CH:5][C:6]([O:12][CH2:13][O:14][CH3:15])=[C:7]([CH2:9][CH2:10][OH:11])[CH:8]=1.[O-][O-].[Mg+2]. Product: [OH:11][CH2:10][CH2:9][C:7]1[CH:8]=[C:3]([CH:4]=[CH:5][C:6]=1[O:12][CH2:13][O:14][CH3:15])[CH:2]=[O:1]. The catalyst class is: 22. (2) Reactant: [F:1][C:2]([F:32])([F:31])[C:3]1[CH:4]=[C:5]([NH:9][C:10]([C:12]2[CH:13]=[C:14]3[C:19](=[CH:20][CH:21]=2)[C:18]([NH:22][CH2:23][C:24]2[CH:29]=[CH:28][CH:27]=[CH:26][CH:25]=2)=[N:17][N:16]=[C:15]3I)=[O:11])[CH:6]=[CH:7][CH:8]=1. Product: [F:32][C:2]([F:1])([F:31])[C:3]1[CH:4]=[C:5]([NH:9][C:10]([C:12]2[CH:13]=[C:14]3[C:19](=[CH:20][CH:21]=2)[C:18]([NH:22][CH2:23][C:24]2[CH:25]=[CH:26][CH:27]=[CH:28][CH:29]=2)=[N:17][N:16]=[CH:15]3)=[O:11])[CH:6]=[CH:7][CH:8]=1. The catalyst class is: 43. (3) Reactant: [NH2:1][C:2]1[N:7]=[CH:6][C:5]([C:8]#N)=[CH:4][C:3]=1[CH3:10].[OH-:11].[Na+].[CH3:13][OH:14]. Product: [NH2:1][C:2]1[N:7]=[CH:6][C:5]([C:8]([O:14][CH3:13])=[O:11])=[CH:4][C:3]=1[CH3:10]. The catalyst class is: 65. (4) Reactant: C[O:2][C:3](=[O:22])[C:4]1[CH:9]=[CH:8][C:7]([O:10][CH3:11])=[C:6]([C:12]23[CH2:21][CH:16]4[CH2:17][CH:18]([CH2:20][CH:14]([CH2:15]4)[CH2:13]2)[CH2:19]3)[CH:5]=1.[OH-].[Na+].CCO.Cl. Product: [C:12]12([C:6]3[CH:5]=[C:4]([CH:9]=[CH:8][C:7]=3[O:10][CH3:11])[C:3]([OH:22])=[O:2])[CH2:13][CH:14]3[CH2:20][CH:18]([CH2:17][CH:16]([CH2:15]3)[CH2:21]1)[CH2:19]2. The catalyst class is: 249. (5) Reactant: [CH3:1][N:2]([CH3:16])[C:3]12[CH2:8][CH:7]1[CH2:6][N:5](CC1C=CC=CC=1)[CH2:4]2.[ClH:17]. Product: [ClH:17].[ClH:17].[CH3:1][N:2]([CH3:16])[C:3]12[CH2:8][CH:7]1[CH2:6][NH:5][CH2:4]2. The catalyst class is: 19.